This data is from Catalyst prediction with 721,799 reactions and 888 catalyst types from USPTO. The task is: Predict which catalyst facilitates the given reaction. (1) Reactant: N#N.[CH3:3][C:4]1([CH2:9][CH2:10][CH2:11][C:12]#[N:13])[O:8][CH2:7][CH2:6][O:5]1.[H-].[H-].[H-].[H-].[Li+].[Al+3].[OH-].[Na+]. Product: [CH3:3][C:4]1([CH2:9][CH2:10][CH2:11][CH2:12][NH2:13])[O:5][CH2:6][CH2:7][O:8]1. The catalyst class is: 316. (2) Reactant: [CH3:1][O:2][C:3]1[CH:4]=[C:5]([S:9](Cl)(=[O:11])=[O:10])[CH:6]=[CH:7][CH:8]=1.C[C:14]1[CH:19]=[CH:18][C:17]([NH:20][C:21]([NH:23][C:24]2[CH:29]=[CH:28][CH:27]=[CH:26][CH:25]=2)=[O:22])=[C:16](N)[CH:15]=1.[N:31]1C=CC=C[CH:32]=1. Product: [CH3:32][N:31]([C:14]1[CH:15]=[CH:16][C:17]([NH:20][C:21]([NH:23][C:24]2[CH:25]=[CH:26][CH:27]=[CH:28][CH:29]=2)=[O:22])=[CH:18][CH:19]=1)[S:9]([C:5]1[CH:6]=[CH:7][CH:8]=[C:3]([O:2][CH3:1])[CH:4]=1)(=[O:11])=[O:10]. The catalyst class is: 2. (3) Reactant: [CH3:1][O:2][C:3](=[O:40])[CH:4]([NH:29]C(OCC1C=CC=CC=1)=O)[CH2:5][NH:6][C:7]([C:9]1[CH:18]=[CH:17][C:16]2[C:11](=[C:12]([C:19]3[C:28]4[C:23](=[CH:24][CH:25]=[CH:26][CH:27]=4)[CH:22]=[CH:21][CH:20]=3)[CH:13]=[CH:14][CH:15]=2)[N:10]=1)=[O:8].[ClH:41]. Product: [ClH:41].[CH3:1][O:2][C:3](=[O:40])[CH:4]([NH2:29])[CH2:5][NH:6][C:7]([C:9]1[CH:18]=[CH:17][C:16]2[C:11](=[C:12]([C:19]3[C:28]4[C:23](=[CH:24][CH:25]=[CH:26][CH:27]=4)[CH:22]=[CH:21][CH:20]=3)[CH:13]=[CH:14][CH:15]=2)[N:10]=1)=[O:8]. The catalyst class is: 358. (4) Reactant: [NH2:1][C:2]1[N:3]=C(SC)[S:5][C:6]=1[C:7]#[N:8].ClC1C=CC=C(C(OO)=[O:19])C=1.[CH3:22][S:23]([CH3:25])=[O:24]. Product: [NH2:1][C:2]1[N:3]=[C:22]([S:23]([CH3:25])(=[O:19])=[O:24])[S:5][C:6]=1[C:7]#[N:8]. The catalyst class is: 4.